Dataset: Full USPTO retrosynthesis dataset with 1.9M reactions from patents (1976-2016). Task: Predict the reactants needed to synthesize the given product. (1) Given the product [NH2:30][C@H:27]1[CH2:28][CH2:29][C@H:24]([NH:31][C:5]2[CH:4]=[C:3]([C:9]3[N:14]=[C:13]([NH:15][CH2:16][CH:17]4[CH2:22][CH2:21][O:20][CH2:19][CH2:18]4)[C:12]([NH2:23])=[N:11][CH:10]=3)[C:2]([Cl:1])=[CH:7][N:6]=2)[CH2:25][CH2:26]1, predict the reactants needed to synthesize it. The reactants are: [Cl:1][C:2]1[C:3]([C:9]2[N:14]=[C:13]([NH:15][CH2:16][CH:17]3[CH2:22][CH2:21][O:20][CH2:19][CH2:18]3)[C:12]([NH2:23])=[N:11][CH:10]=2)=[CH:4][C:5](F)=[N:6][CH:7]=1.[C@H:24]1([NH2:31])[CH2:29][CH2:28][C@H:27]([NH2:30])[CH2:26][CH2:25]1. (2) Given the product [OH:8][C@H:9]([C:69]1[CH:78]=[CH:77][C:76]([OH:79])=[C:75]2[C:70]=1[CH:71]=[CH:72][C:73](=[O:80])[NH:74]2)[CH2:10][NH:11][CH2:19][CH2:20][CH2:21][CH2:22][C:23]1([C:28]2[CH:29]=[CH:30][C:31]([NH:34][C:35]([C:36]3[CH:37]=[C:38]([S:42]([C:45]4[CH:46]=[C:47]5[C:52](=[C:53]([CH3:55])[CH:54]=4)[N:51]=[CH:50][C:49]([C:56]([NH2:57])=[O:58])=[C:48]5[NH:59][C:60]4[CH:65]=[CH:64][CH:63]=[C:62]([O:66][CH3:67])[CH:61]=4)(=[O:44])=[O:43])[CH:39]=[CH:40][CH:41]=3)=[O:68])=[CH:32][CH:33]=2)[S:24][CH2:25][CH2:26][S:27]1, predict the reactants needed to synthesize it. The reactants are: [Si]([O:8][C@H:9]([C:69]1[CH:78]=[CH:77][C:76]([OH:79])=[C:75]2[C:70]=1[CH:71]=[CH:72][C:73](=[O:80])[NH:74]2)[CH2:10][N:11]([CH2:19][CH2:20][CH2:21][CH2:22][C:23]1([C:28]2[CH:33]=[CH:32][C:31]([NH:34][C:35](=[O:68])[C:36]3[CH:41]=[CH:40][CH:39]=[C:38]([S:42]([C:45]4[CH:46]=[C:47]5[C:52](=[C:53]([CH3:55])[CH:54]=4)[N:51]=[CH:50][C:49]([C:56](=[O:58])[NH2:57])=[C:48]5[NH:59][C:60]4[CH:65]=[CH:64][CH:63]=[C:62]([O:66][CH3:67])[CH:61]=4)(=[O:44])=[O:43])[CH:37]=3)=[CH:30][CH:29]=2)[S:27][CH2:26][CH2:25][S:24]1)C(=O)OC(C)(C)C)(C(C)(C)C)(C)C.FC(F)(F)C(O)=O.